From a dataset of Peptide-MHC class II binding affinity with 134,281 pairs from IEDB. Regression. Given a peptide amino acid sequence and an MHC pseudo amino acid sequence, predict their binding affinity value. This is MHC class II binding data. The peptide sequence is AAVDKDAVIVAAAGN. The MHC is DRB1_0401 with pseudo-sequence DRB1_0401. The binding affinity (normalized) is 0.